From a dataset of Catalyst prediction with 721,799 reactions and 888 catalyst types from USPTO. Predict which catalyst facilitates the given reaction. (1) Reactant: Cl[C:2]1[N:7]=[C:6]([N:8]([CH3:21])[C@@H:9]2[CH2:13][CH2:12][N:11]([C:14]([O:16][C:17]([CH3:20])([CH3:19])[CH3:18])=[O:15])[CH2:10]2)[CH:5]=[CH:4][C:3]=1[C:22]#[N:23].[CH3:24][O-:25].[Na+]. Product: [C:22]([C:3]1[CH:4]=[CH:5][C:6]([N:8]([CH3:21])[C@@H:9]2[CH2:13][CH2:12][N:11]([C:14]([O:16][C:17]([CH3:20])([CH3:19])[CH3:18])=[O:15])[CH2:10]2)=[N:7][C:2]=1[O:25][CH3:24])#[N:23]. The catalyst class is: 5. (2) Reactant: S(=O)(=O)(O)O.[NH:6]1[CH2:13][CH2:12][CH2:11][C@@H:7]1[C:8]([OH:10])=O.[C:14](=O)([O-])[O-].[K+].[K+].[CH2:20]=[O:21].[BH4-].[Na+]. Product: [CH3:20][O:21][C:8]([C@H:7]1[CH2:11][CH2:12][CH2:13][N:6]1[CH3:14])=[O:10]. The catalyst class is: 5. (3) Reactant: Br[C:2]1[CH:3]=[C:4]([CH:9]=[C:10]([O:13][CH3:14])[C:11]=1[Cl:12])[C:5]([O:7][CH3:8])=[O:6].[C:15]([Si](C(C)C)(C(C)C)C(C)C)#[CH:16].C(N(CC)CC)C. Product: [Cl:12][C:11]1[C:10]([O:13][CH3:14])=[CH:9][C:4]([C:5]([O:7][CH3:8])=[O:6])=[CH:3][C:2]=1[C:15]#[CH:16]. The catalyst class is: 700.